Task: Predict the reactants needed to synthesize the given product.. Dataset: Full USPTO retrosynthesis dataset with 1.9M reactions from patents (1976-2016) (1) Given the product [NH2:1][C:2]1[N:7]=[C:6]([C:8]#[N:9])[C:5]([Br:10])=[CH:4][CH:3]=1, predict the reactants needed to synthesize it. The reactants are: [NH2:1][C:2]1[N:7]=[C:6]([C:8]#[N:9])[CH:5]=[CH:4][CH:3]=1.[Br-:10].[Br-].[Br-].C([N+](CCCC)(CCCC)CCCC)CCC.C([N+](CCCC)(CCCC)CCCC)CCC.C([N+](CCCC)(CCCC)CCCC)CCC. (2) Given the product [CH:4]1([CH2:5][O:6][C:7]2[CH:8]=[CH:9][C:10]([C:11]([NH:13][CH2:14][C:15]([OH:17])=[O:16])=[O:12])=[CH:18][CH:19]=2)[CH2:2][CH2:3][CH2:1]1, predict the reactants needed to synthesize it. The reactants are: [CH:1]1([CH2:4][CH2:5][O:6][C:7]2[CH:19]=[CH:18][C:10]([C:11]([NH:13][CH2:14][C:15]([OH:17])=[O:16])=[O:12])=[CH:9][CH:8]=2)[CH2:3][CH2:2]1.OC1C=CC(C(OC)=O)=CC=1.C1(CO)CCC1.